The task is: Predict the reactants needed to synthesize the given product.. This data is from Full USPTO retrosynthesis dataset with 1.9M reactions from patents (1976-2016). (1) Given the product [C:24]1([C:8]2[C:9]3[C:14]([NH:15][CH2:16][CH2:17][N:18]4[CH2:19][CH2:20][O:21][CH2:22][CH2:23]4)=[N:13][CH:12]=[N:11][C:10]=3[NH:6][C:7]=2[C:30]2[CH:35]=[CH:34][CH:33]=[CH:32][CH:31]=2)[CH:25]=[CH:26][CH:27]=[CH:28][CH:29]=1, predict the reactants needed to synthesize it. The reactants are: COC1C=C(OC)C=CC=1C[N:6]1[C:10]2[N:11]=[CH:12][N:13]=[C:14]([NH:15][CH2:16][CH2:17][N:18]3[CH2:23][CH2:22][O:21][CH2:20][CH2:19]3)[C:9]=2[C:8]([C:24]2[CH:29]=[CH:28][CH:27]=[CH:26][CH:25]=2)=[C:7]1[C:30]1[CH:35]=[CH:34][CH:33]=[CH:32][CH:31]=1. (2) Given the product [ClH:3].[ClH:35].[Cl:3][C:4]1[CH:9]=[C:8]([Cl:10])[CH:7]=[CH:6][C:5]=1[C:11]1[C:16]([C:17]2[NH:46][CH:45]=[C:44]([CH3:43])[N:18]=2)=[CH:15][N:14]=[C:13]([NH:22][CH2:23][CH2:24][NH:25][C:26]2[CH:31]=[CH:30][C:29]([N+:32]([O-:34])=[O:33])=[CH:28][N:27]=2)[N:12]=1, predict the reactants needed to synthesize it. The reactants are: Cl.Cl.[Cl:3][C:4]1[CH:9]=[C:8]([Cl:10])[CH:7]=[CH:6][C:5]=1[C:11]1[C:16]([C:17]2C=CN[N:18]=2)=[CH:15][N:14]=[C:13]([NH:22][CH2:23][CH2:24][NH:25][C:26]2[CH:31]=[CH:30][C:29]([N+:32]([O-:34])=[O:33])=[CH:28][N:27]=2)[N:12]=1.[Cl:35]C1C=C(Cl)C=CC=1[C:43](=O)[C:44](C1NC=C(C)N=1)=[CH:45][N:46](C)C. (3) The reactants are: [Cl:1][C:2]1[N:3]=[N:4][C:5]([Cl:9])=[CH:6][C:7]=1Cl.C(=O)([O-])[O-].[K+].[K+].[C:16]([N:23]1[CH2:28][CH2:27][NH:26][CH2:25][CH2:24]1)([O:18][C:19]([CH3:22])([CH3:21])[CH3:20])=[O:17]. Given the product [Cl:1][C:2]1[N:3]=[N:4][C:5]([Cl:9])=[CH:6][C:7]=1[N:26]1[CH2:25][CH2:24][N:23]([C:16]([O:18][C:19]([CH3:22])([CH3:21])[CH3:20])=[O:17])[CH2:28][CH2:27]1, predict the reactants needed to synthesize it. (4) Given the product [C:1]([O:5][C:6]([N:8]1[CH2:13][CH:12]2[CH2:14][CH:9]1[CH2:10][N:11]2[C:15]1[N:20]2[CH:21]=[CH:22][N:23]=[C:19]2[CH:18]=[C:17]([C:24]2[CH:29]=[CH:28][N:27]=[C:26]([NH:38][CH2:31][C:32]3[CH:37]=[CH:36][CH:35]=[CH:34][CH:33]=3)[CH:25]=2)[N:16]=1)=[O:7])([CH3:4])([CH3:3])[CH3:2], predict the reactants needed to synthesize it. The reactants are: [C:1]([O:5][C:6]([N:8]1[CH2:13][CH:12]2[CH2:14][CH:9]1[CH2:10][N:11]2[C:15]1[N:20]2[CH:21]=[CH:22][N:23]=[C:19]2[CH:18]=[C:17]([C:24]2[CH:29]=[CH:28][N:27]=[C:26](Cl)[CH:25]=2)[N:16]=1)=[O:7])([CH3:4])([CH3:3])[CH3:2].[CH2:31]([NH2:38])[C:32]1[CH:37]=[CH:36][CH:35]=[CH:34][CH:33]=1.C1C=CC(P(C2C(C3C(P(C4C=CC=CC=4)C4C=CC=CC=4)=CC=C4C=3C=CC=C4)=C3C(C=CC=C3)=CC=2)C2C=CC=CC=2)=CC=1.CC(C)([O-])C.[Na+]. (5) Given the product [CH2:1]1[C:9]2[C:4](=[CH:5][CH:6]=[CH:7][CH:8]=2)[CH:3]=[C:2]1[N:13]1[C:17]2[CH:18]=[CH:19][CH:20]=[CH:21][C:16]=2[N:15]=[CH:14]1, predict the reactants needed to synthesize it. The reactants are: [CH2:1]1[C:9]2[C:4](=[CH:5][CH:6]=[CH:7][CH:8]=2)[CH:3]=[C:2]1B(O)O.[N:13]1[C:17]2[CH:18]=[CH:19][CH:20]=[CH:21][C:16]=2[NH:15][CH:14]=1. (6) Given the product [CH:52]1([N:47]2[C:46](=[O:58])[C:45]([NH:44][C:17]([C:3]3[C:2]([CH3:1])=[C:6]([C:7]4[CH2:16][CH2:15][C:10]5([CH2:11][CH2:12][CH2:13][CH2:14]5)[CH2:9][CH:8]=4)[O:5][N:4]=3)=[O:18])=[C:49]([CH3:50])[N:48]2[CH3:51])[CH2:53][CH2:54][CH2:55][CH2:56][CH2:57]1, predict the reactants needed to synthesize it. The reactants are: [CH3:1][C:2]1[C:3]([C:17](O)=[O:18])=[N:4][O:5][C:6]=1[C:7]1[CH2:16][CH2:15][C:10]2([CH2:14][CH2:13][CH2:12][CH2:11]2)[CH2:9][CH:8]=1.CN(C(ON1N=NC2C=CC=NC1=2)=[N+](C)C)C.F[P-](F)(F)(F)(F)F.[NH2:44][C:45]1[C:46](=[O:58])[N:47]([CH:52]2[CH2:57][CH2:56][CH2:55][CH2:54][CH2:53]2)[N:48]([CH3:51])[C:49]=1[CH3:50].C(N(CC)CC)C. (7) Given the product [C:24]([O:13][C:7]1[C:8]([CH3:12])=[C:9]2[C:4](=[C:5]([CH3:15])[C:6]=1[CH3:14])[O:3][C:2]([CH3:16])([CH3:1])[CH2:11][CH2:10]2)(=[O:26])[CH3:25], predict the reactants needed to synthesize it. The reactants are: [CH3:1][C:2]1([CH3:16])[CH2:11][CH2:10][C:9]2[C:4](=[C:5]([CH3:15])[C:6]([CH3:14])=[C:7]([OH:13])[C:8]=2[CH3:12])[O:3]1.C(N(CC)CC)C.[C:24](Cl)(=[O:26])[CH3:25].